Predict the reaction yield, written as a fraction of the theoretical maximum amount of product (1.0 means a 100% yield; for example, 0.34 means a 34% yield). From a dataset of Reaction yield outcomes from USPTO patents with 853,638 reactions. (1) The catalyst is C1COCC1. The yield is 0.970. The reactants are [CH3:1][O:2][C:3]([C@@H:5]1[CH2:32][C@@H:31]2[CH2:33][N:6]1[C:7](=[O:43])[C@H:8]([C:36]1([CH3:42])[CH2:41][CH2:40][CH2:39][CH2:38][CH2:37]1)[NH:9][C:10](=[O:35])[O:11][C@@H:12]1[CH2:34][C@H:13]1[CH2:14][CH2:15][CH2:16][CH2:17][CH2:18][C:19]1[C:20]([O:30]2)=[N:21][C:22]2[CH:23]=[CH:24][CH:25]=[CH:26][C:27]=2[C:28]=1[OH:29])=[O:4].C1(P(C2C=CC=CC=2)C2C=CC=CC=2)C=CC=CC=1.O[CH:64]1[CH2:69][CH2:68][N:67]([CH3:70])[CH2:66][CH2:65]1.N(C(OC(C)C)=O)=NC(OC(C)C)=O. The product is [CH3:1][O:2][C:3]([C@@H:5]1[CH2:32][C@@H:31]2[CH2:33][N:6]1[C:7](=[O:43])[C@H:8]([C:36]1([CH3:42])[CH2:41][CH2:40][CH2:39][CH2:38][CH2:37]1)[NH:9][C:10](=[O:35])[O:11][C@@H:12]1[CH2:34][C@H:13]1[CH2:14][CH2:15][CH2:16][CH2:17][CH2:18][C:19]1[C:20]([O:30]2)=[N:21][C:22]2[CH:23]=[CH:24][CH:25]=[CH:26][C:27]=2[C:28]=1[O:29][CH:64]1[CH2:69][CH2:68][N:67]([CH3:70])[CH2:66][CH2:65]1)=[O:4]. (2) The reactants are S(Cl)([Cl:3])=O.O[CH2:6][C:7]1[CH:8]=[C:9]2[C:13](=[CH:14][CH:15]=1)[N:12]([C:16]1[CH:21]=[C:20]([I:22])[CH:19]=[CH:18][N:17]=1)[N:11]=[C:10]2[C:23]([NH2:25])=[O:24]. The catalyst is ClCCl. The product is [Cl:3][CH2:6][C:7]1[CH:8]=[C:9]2[C:13](=[CH:14][CH:15]=1)[N:12]([C:16]1[CH:21]=[C:20]([I:22])[CH:19]=[CH:18][N:17]=1)[N:11]=[C:10]2[C:23]([NH2:25])=[O:24]. The yield is 0.810.